Task: Regression. Given two drug SMILES strings and cell line genomic features, predict the synergy score measuring deviation from expected non-interaction effect.. Dataset: NCI-60 drug combinations with 297,098 pairs across 59 cell lines (1) Drug 1: CC1=C2C(C(=O)C3(C(CC4C(C3C(C(C2(C)C)(CC1OC(=O)C(C(C5=CC=CC=C5)NC(=O)C6=CC=CC=C6)O)O)OC(=O)C7=CC=CC=C7)(CO4)OC(=O)C)O)C)OC(=O)C. Drug 2: CN(CC1=CN=C2C(=N1)C(=NC(=N2)N)N)C3=CC=C(C=C3)C(=O)NC(CCC(=O)O)C(=O)O. Cell line: SN12C. Synergy scores: CSS=11.8, Synergy_ZIP=-4.88, Synergy_Bliss=-0.199, Synergy_Loewe=-8.22, Synergy_HSA=0.184. (2) Drug 1: CS(=O)(=O)C1=CC(=C(C=C1)C(=O)NC2=CC(=C(C=C2)Cl)C3=CC=CC=N3)Cl. Drug 2: C1CCN(CC1)CCOC2=CC=C(C=C2)C(=O)C3=C(SC4=C3C=CC(=C4)O)C5=CC=C(C=C5)O. Cell line: RXF 393. Synergy scores: CSS=19.5, Synergy_ZIP=-1.77, Synergy_Bliss=4.61, Synergy_Loewe=6.08, Synergy_HSA=5.99. (3) Synergy scores: CSS=47.0, Synergy_ZIP=-0.208, Synergy_Bliss=3.14, Synergy_Loewe=-32.6, Synergy_HSA=-3.51. Drug 1: CCCS(=O)(=O)NC1=C(C(=C(C=C1)F)C(=O)C2=CNC3=C2C=C(C=N3)C4=CC=C(C=C4)Cl)F. Cell line: HL-60(TB). Drug 2: C1C(C(OC1N2C=NC(=NC2=O)N)CO)O. (4) Drug 1: C1=NC2=C(N=C(N=C2N1C3C(C(C(O3)CO)O)O)F)N. Drug 2: CC1=C(C(CCC1)(C)C)C=CC(=CC=CC(=CC(=O)O)C)C. Cell line: HL-60(TB). Synergy scores: CSS=42.3, Synergy_ZIP=-5.13, Synergy_Bliss=-6.17, Synergy_Loewe=-4.12, Synergy_HSA=-3.10. (5) Drug 1: CC1CCC2CC(C(=CC=CC=CC(CC(C(=O)C(C(C(=CC(C(=O)CC(OC(=O)C3CCCCN3C(=O)C(=O)C1(O2)O)C(C)CC4CCC(C(C4)OC)OCCO)C)C)O)OC)C)C)C)OC. Drug 2: C1CNP(=O)(OC1)N(CCCl)CCCl. Cell line: A549. Synergy scores: CSS=2.81, Synergy_ZIP=0.736, Synergy_Bliss=3.69, Synergy_Loewe=0.638, Synergy_HSA=1.75. (6) Drug 1: CC1CCC2CC(C(=CC=CC=CC(CC(C(=O)C(C(C(=CC(C(=O)CC(OC(=O)C3CCCCN3C(=O)C(=O)C1(O2)O)C(C)CC4CCC(C(C4)OC)O)C)C)O)OC)C)C)C)OC. Drug 2: CNC(=O)C1=NC=CC(=C1)OC2=CC=C(C=C2)NC(=O)NC3=CC(=C(C=C3)Cl)C(F)(F)F. Cell line: SK-MEL-5. Synergy scores: CSS=5.90, Synergy_ZIP=-3.84, Synergy_Bliss=-2.18, Synergy_Loewe=-9.22, Synergy_HSA=-3.81. (7) Drug 1: CC1C(C(CC(O1)OC2CC(CC3=C2C(=C4C(=C3O)C(=O)C5=C(C4=O)C(=CC=C5)OC)O)(C(=O)CO)O)N)O.Cl. Drug 2: CC12CCC3C(C1CCC2O)C(CC4=C3C=CC(=C4)O)CCCCCCCCCS(=O)CCCC(C(F)(F)F)(F)F. Cell line: HOP-62. Synergy scores: CSS=38.2, Synergy_ZIP=3.08, Synergy_Bliss=2.94, Synergy_Loewe=-6.05, Synergy_HSA=0.00111. (8) Drug 1: CNC(=O)C1=NC=CC(=C1)OC2=CC=C(C=C2)NC(=O)NC3=CC(=C(C=C3)Cl)C(F)(F)F. Drug 2: C(CCl)NC(=O)N(CCCl)N=O. Cell line: HCT116. Synergy scores: CSS=10.1, Synergy_ZIP=-5.83, Synergy_Bliss=-5.13, Synergy_Loewe=-5.06, Synergy_HSA=-2.81. (9) Drug 1: CC1=CC=C(C=C1)C2=CC(=NN2C3=CC=C(C=C3)S(=O)(=O)N)C(F)(F)F. Drug 2: N.N.Cl[Pt+2]Cl. Cell line: OVCAR3. Synergy scores: CSS=55.9, Synergy_ZIP=-2.93, Synergy_Bliss=-7.16, Synergy_Loewe=-12.4, Synergy_HSA=-4.71. (10) Drug 1: CCCCCOC(=O)NC1=NC(=O)N(C=C1F)C2C(C(C(O2)C)O)O. Drug 2: C1CCC(C(C1)N)N.C(=O)(C(=O)[O-])[O-].[Pt+4]. Cell line: SN12C. Synergy scores: CSS=23.5, Synergy_ZIP=-0.361, Synergy_Bliss=0.815, Synergy_Loewe=-23.9, Synergy_HSA=-6.47.